Dataset: Reaction yield outcomes from USPTO patents with 853,638 reactions. Task: Predict the reaction yield, written as a fraction of the theoretical maximum amount of product (1.0 means a 100% yield; for example, 0.34 means a 34% yield). The reactants are [F:1][C:2]1[CH:7]=[CH:6][CH:5]=[C:4]([F:8])[C:3]=1[N:9]1[C:14]2[N:15]=[C:16](S(C)=O)[N:17]=[C:18]([C:19]3[CH:20]=[C:21]([CH:32]=[CH:33][C:34]=3[CH3:35])[C:22]([NH:24][C:25]3[CH:30]=[CH:29][C:28]([F:31])=[CH:27][CH:26]=3)=[O:23])[C:13]=2[CH:12]=[CH:11][C:10]1=[O:39].[CH3:40][N:41]([CH3:45])[CH2:42][CH2:43][NH2:44]. The catalyst is C(Cl)Cl. The product is [F:1][C:2]1[CH:7]=[CH:6][CH:5]=[C:4]([F:8])[C:3]=1[N:9]1[C:14]2[N:15]=[C:16]([NH:44][CH2:43][CH2:42][N:41]([CH3:45])[CH3:40])[N:17]=[C:18]([C:19]3[CH:20]=[C:21]([CH:32]=[CH:33][C:34]=3[CH3:35])[C:22]([NH:24][C:25]3[CH:30]=[CH:29][C:28]([F:31])=[CH:27][CH:26]=3)=[O:23])[C:13]=2[CH:12]=[CH:11][C:10]1=[O:39]. The yield is 0.720.